Task: Predict the reaction yield, written as a fraction of the theoretical maximum amount of product (1.0 means a 100% yield; for example, 0.34 means a 34% yield).. Dataset: Reaction yield outcomes from USPTO patents with 853,638 reactions (1) The reactants are O=P(Cl)(Cl)Cl.[CH3:6][N:7]1[C:15]2[CH:14]=[CH:13][CH:12]=[C:11]([C:16]#[N:17])[C:10]=2[CH:9]=[C:8]1[C:18]1[CH:23]=[CH:22][CH:21]=[CH:20][CH:19]=1.CN([CH:27]=[O:28])C. No catalyst specified. The product is [CH:27]([C:9]1[C:10]2[C:11]([C:16]#[N:17])=[CH:12][CH:13]=[CH:14][C:15]=2[N:7]([CH3:6])[C:8]=1[C:18]1[CH:23]=[CH:22][CH:21]=[CH:20][CH:19]=1)=[O:28]. The yield is 0.660. (2) The reactants are [CH2:1]([O:3][C:4]([C:6]1[C:11](=[O:12])[N:10]([CH2:13][C:14]2[CH:19]=[CH:18][CH:17]=[CH:16][CH:15]=2)[C:9]2[S:20][CH:21]=[C:22]([CH3:23])[C:8]=2[C:7]=1O)=[O:5])[CH3:2].C(OC(C1C(=O)N(CC2C=CC=CC=2)C2SC=CC=2C=1[N:47]1[CH2:52][CH2:51][N:50]([C:53]([C:55]2[S:56][CH:57]=[CH:58][CH:59]=2)=[O:54])[CH2:49][CH2:48]1)=O)C. No catalyst specified. The product is [CH2:1]([O:3][C:4]([C:6]1[C:11](=[O:12])[N:10]([CH2:13][C:14]2[CH:19]=[CH:18][CH:17]=[CH:16][CH:15]=2)[C:9]2[S:20][CH:21]=[C:22]([CH3:23])[C:8]=2[C:7]=1[N:47]1[CH2:52][CH2:51][N:50]([C:53]([C:55]2[S:56][CH:57]=[CH:58][CH:59]=2)=[O:54])[CH2:49][CH2:48]1)=[O:5])[CH3:2]. The yield is 0.160.